From a dataset of Catalyst prediction with 721,799 reactions and 888 catalyst types from USPTO. Predict which catalyst facilitates the given reaction. (1) Reactant: [CH3:1][O:2][C:3]1[C:8]([C:9]2[CH:14]=[CH:13][C:12]([C:15]([F:18])([F:17])[F:16])=[CH:11][C:10]=2[CH2:19][NH:20][CH2:21][C:22]([O:24]C)=[O:23])=[CH:7][C:6]([CH2:26][C:27]([OH:29])=[O:28])=[CH:5][CH:4]=1.[C:30](Cl)(=[O:32])[CH3:31].C(N(CC)CC)C.[OH-].[Na+].Cl. Product: [C:30]([N:20]([CH2:19][C:10]1[CH:11]=[C:12]([C:15]([F:17])([F:18])[F:16])[CH:13]=[CH:14][C:9]=1[C:8]1[C:3]([O:2][CH3:1])=[CH:4][CH:5]=[C:6]([CH2:26][C:27]([OH:29])=[O:28])[CH:7]=1)[CH2:21][C:22]([OH:24])=[O:23])(=[O:32])[CH3:31]. The catalyst class is: 2. (2) Product: [Cl:1][C:2]1[CH:3]=[CH:4][C:5]2[N:9]=[C:8]([CH2:10][N:11]3[CH2:16][CH2:15][N:14]([CH2:17][C:18]4[CH:25]=[CH:24][C:21]([C:22]([NH2:38])=[NH:23])=[CH:20][CH:19]=4)[C:13](=[O:26])[CH2:12]3)[NH:7][C:6]=2[CH:27]=1. Reactant: [Cl:1][C:2]1[CH:3]=[CH:4][C:5]2[N:9]=[C:8]([CH2:10][N:11]3[CH2:16][CH2:15][N:14]([CH2:17][C:18]4[CH:25]=[CH:24][C:21]([C:22]#[N:23])=[CH:20][CH:19]=4)[C:13](=[O:26])[CH2:12]3)[NH:7][C:6]=2[CH:27]=1.C(OC([N:38]1CCN(CC2C=CC(C#N)=CC=2)C(=O)C1)=O)C1C=CC=CC=1.ClC1C=CC2NC(CCl)=NC=2C=1. The catalyst class is: 5. (3) Reactant: C(O)(=O)C.[CH2:5]([O:9][C:10]1[CH:15]=[CH:14][C:13](/[CH:16]=[CH:17]/[N+:18]([O-:20])=[O:19])=[CH:12][CH:11]=1)[CH2:6][CH2:7][CH3:8].[BH4-].[Na+]. Product: [CH2:5]([O:9][C:10]1[CH:15]=[CH:14][C:13]([CH2:16][CH2:17][N+:18]([O-:20])=[O:19])=[CH:12][CH:11]=1)[CH2:6][CH2:7][CH3:8]. The catalyst class is: 16. (4) Reactant: [CH2:1]([NH:8][C:9]([C:11]1[S:15][C:14]([NH2:16])=[N:13][C:12]=1[CH2:17][N:18]([CH2:21][CH3:22])[CH2:19][CH3:20])=[O:10])[C:2]1[CH:7]=[CH:6][CH:5]=[CH:4][CH:3]=1.[C:23](Cl)(=[O:30])[C:24]1[CH:29]=[CH:28][CH:27]=[CH:26][CH:25]=1.C(N(CC)CC)C. Product: [C:23]([NH:16][C:14]1[S:15][C:11]([C:9]([NH:8][CH2:1][C:2]2[CH:7]=[CH:6][CH:5]=[CH:4][CH:3]=2)=[O:10])=[C:12]([CH2:17][N:18]([CH2:21][CH3:22])[CH2:19][CH3:20])[N:13]=1)(=[O:30])[C:24]1[CH:29]=[CH:28][CH:27]=[CH:26][CH:25]=1. The catalyst class is: 453. (5) Reactant: F[C:2](F)(F)[C:3](O)=[O:4].[Cl:8][C:9]1[CH:14]=[CH:13][CH:12]=[CH:11][C:10]=1[N:15]1[CH:19]([C:20]2[CH:25]=[CH:24][C:23]([C:26]3[CH2:27][CH2:28][NH:29][CH2:30][CH:31]=3)=[CH:22][CH:21]=2)[CH2:18][C:17]([C:32]([C:38]([F:41])([F:40])[F:39])([C:34]([F:37])([F:36])[F:35])[OH:33])=[N:16]1.C(N(CC)CC)C.C(Cl)(=O)C.ClCCl. Product: [Cl:8][C:9]1[CH:14]=[CH:13][CH:12]=[CH:11][C:10]=1[N:15]1[CH:19]([C:20]2[CH:21]=[CH:22][C:23]([C:26]3[CH2:27][CH2:28][N:29]([C:3](=[O:4])[CH3:2])[CH2:30][CH:31]=3)=[CH:24][CH:25]=2)[CH2:18][C:17]([C:32]([C:38]([F:41])([F:39])[F:40])([C:34]([F:35])([F:36])[F:37])[OH:33])=[N:16]1. The catalyst class is: 6. (6) Reactant: [CH3:1][CH2:2][C@@H:3]([C@@H:5]1[NH:29][C:27](=[O:28])[C@H:26]([CH2:30][C:31]2[CH:36]=[CH:35][C:34]([OH:37])=[CH:33][CH:32]=2)[NH:25][C:23](=[O:24])[C@@H:22]([NH2:38])[CH2:21][S:20][S:19][CH2:18][C@@H:17]([C:39]([N:41]2[C@H:45]([C:46]([NH:48][C@H:49]([C:54]([NH:56][CH2:57][C:58]([NH2:60])=[O:59])=[O:55])[CH2:50][CH:51]([CH3:53])[CH3:52])=[O:47])[CH2:44][CH2:43][CH2:42]2)=[O:40])[NH:16][C:14](=[O:15])[C@H:13]([CH2:61][C:62]([NH2:64])=[O:63])[NH:12][C:10](=[O:11])[C@H:9]([CH2:65][CH2:66][C:67]([NH2:69])=[O:68])[NH:8][C:6]1=[O:7])[CH3:4].CC(O)=O. Product: [CH3:1][CH2:2][C@@H:3]([C@@H:5]1[NH:29][C:27](=[O:28])[C@H:26]([CH2:30][C:31]2[CH:36]=[CH:35][C:34]([OH:37])=[CH:33][CH:32]=2)[NH:25][C:23](=[O:24])[C@@H:22]([NH2:38])[CH2:21][S:20][S:19][CH2:18][C@@H:17]([C:39]([N:41]2[C@H:45]([C:46]([NH:48][C@H:49]([C:54]([NH:56][CH2:57][C:58]([NH2:60])=[O:59])=[O:55])[CH2:50][CH:51]([CH3:53])[CH3:52])=[O:47])[CH2:44][CH2:43][CH2:42]2)=[O:40])[NH:16][C:14](=[O:15])[C@H:13]([CH2:61][C:62]([NH2:64])=[O:63])[NH:12][C:10](=[O:11])[C@H:9]([CH2:65][CH2:66][C:67]([NH2:69])=[O:68])[NH:8][C:6]1=[O:7])[CH3:4]. The catalyst class is: 513. (7) Product: [C:9]([O:8][C:4]1[CH:5]=[CH:6][CH:7]=[C:2]([I:1])[CH:3]=1)(=[O:11])[CH3:10]. The catalyst class is: 9. Reactant: [I:1][C:2]1[CH:3]=[C:4]([OH:8])[CH:5]=[CH:6][CH:7]=1.[C:9](Cl)(=[O:11])[CH3:10].C(=O)([O-])[O-].[K+].[K+]. (8) Reactant: Cl.[CH3:2][O:3][C:4](=[O:14])[CH2:5][C:6]1[CH:11]=[CH:10][CH:9]=[C:8]([CH2:12][NH2:13])[CH:7]=1.C(NC(C)C)(C)C.[N:22]1[CH:27]=[CH:26][CH:25]=[C:24]([S:28](Cl)(=[O:30])=[O:29])[CH:23]=1.Cl. Product: [CH3:2][O:3][C:4](=[O:14])[CH2:5][C:6]1[CH:11]=[CH:10][CH:9]=[C:8]([CH2:12][NH:13][S:28]([C:24]2[CH:23]=[N:22][CH:27]=[CH:26][CH:25]=2)(=[O:30])=[O:29])[CH:7]=1. The catalyst class is: 4. (9) Reactant: [CH3:1][N:2]1[C:6]([CH3:7])=[C:5]([C:8]([OH:10])=O)[CH:4]=[N:3]1.S(Cl)(Cl)=O.[NH2:15][C:16]1[CH:17]=[C:18]([CH:31]=[CH:32][CH:33]=1)[C:19]([C:21]1[CH:29]=[C:28]2[C:24]([CH2:25][C:26](=[O:30])[NH:27]2)=[CH:23][CH:22]=1)=[O:20]. Product: [O:30]=[C:26]1[CH2:25][C:24]2[C:28](=[CH:29][C:21]([C:19]([C:18]3[CH:17]=[C:16]([NH:15][C:8]([C:5]4[CH:4]=[N:3][N:2]([CH3:1])[C:6]=4[CH3:7])=[O:10])[CH:33]=[CH:32][CH:31]=3)=[O:20])=[CH:22][CH:23]=2)[NH:27]1. The catalyst class is: 1.